Task: Predict the product of the given reaction.. Dataset: Forward reaction prediction with 1.9M reactions from USPTO patents (1976-2016) (1) Given the reactants [Cl:1][C:2]1[CH:3]=[C:4]([CH2:10][CH2:11][C:12]2([CH:20]3[CH2:24][CH2:23][CH2:22][CH2:21]3)[O:17][C:16](=[O:18])[CH2:15][C:14](=[O:19])[CH2:13]2)[CH:5]=[CH:6][C:7]=1[O:8][CH3:9].[N:25]1([C:30]2[CH:37]=[CH:36][C:33]([CH:34]=O)=[CH:32][CH:31]=2)[CH:29]=[N:28][CH:27]=[N:26]1, predict the reaction product. The product is: [Cl:1][C:2]1[CH:3]=[C:4]([CH2:10][CH2:11][C:12]2([CH:20]3[CH2:24][CH2:23][CH2:22][CH2:21]3)[O:17][C:16](=[O:18])[C:15]([CH2:34][C:33]3[CH:32]=[CH:31][C:30]([N:25]4[CH:29]=[N:28][CH:27]=[N:26]4)=[CH:37][CH:36]=3)=[C:14]([OH:19])[CH2:13]2)[CH:5]=[CH:6][C:7]=1[O:8][CH3:9]. (2) The product is: [CH3:45][O:44][C:42]1[CH:43]=[C:38]([CH3:37])[C:39]([S:47]([NH:1][CH2:2][C:3]2[CH:4]=[CH:5][CH:6]=[C:7]3[C:11]=2[N:10]([CH2:12][C:13](=[O:14])[N:15]2[CH2:20][CH2:19][C:18]4([CH2:21][CH2:22][N:23]([C:26]5[CH:27]=[CH:28][N:29]=[CH:30][CH:31]=5)[CH2:24][CH2:25]4)[CH2:17][CH2:16]2)[CH:9]=[CH:8]3)(=[O:48])=[O:49])=[C:40]([CH3:46])[CH:41]=1. Given the reactants [NH2:1][CH2:2][C:3]1[CH:4]=[CH:5][CH:6]=[C:7]2[C:11]=1[N:10]([CH2:12][C:13]([N:15]1[CH2:20][CH2:19][C:18]3([CH2:25][CH2:24][N:23]([C:26]4[CH:31]=[CH:30][N:29]=[CH:28][CH:27]=4)[CH2:22][CH2:21]3)[CH2:17][CH2:16]1)=[O:14])[CH:9]=[CH:8]2.C([O-])(O)=O.[Na+].[CH3:37][C:38]1[CH:43]=[C:42]([O:44][CH3:45])[CH:41]=[C:40]([CH3:46])[C:39]=1[S:47](Cl)(=[O:49])=[O:48], predict the reaction product. (3) Given the reactants [F:1][C:2]1[CH:9]=[CH:8][C:5]([CH2:6][Cl:7])=[CH:4][CH:3]=1.[CH3:10][C:11]1([CH3:34])[CH:15]([N:16]2[CH2:20][CH2:19][CH2:18][CH2:17]2)[C:14]2[C:21]([CH3:33])=[C:22]([N:27]3[CH2:32][CH2:31][NH:30][CH2:29][CH2:28]3)[C:23]([CH3:26])=[C:24]([CH3:25])[C:13]=2[O:12]1.[ClH:35], predict the reaction product. The product is: [ClH:7].[ClH:35].[F:1][C:2]1[CH:9]=[CH:8][C:5]([CH2:6][N:30]2[CH2:31][CH2:32][N:27]([C:22]3[C:23]([CH3:26])=[C:24]([CH3:25])[C:13]4[O:12][C:11]([CH3:34])([CH3:10])[CH:15]([N:16]5[CH2:17][CH2:18][CH2:19][CH2:20]5)[C:14]=4[C:21]=3[CH3:33])[CH2:28][CH2:29]2)=[CH:4][CH:3]=1. (4) Given the reactants Cl[C:2]1[C:11]2=[N:12][O:13][CH:14]=[C:10]2[C:9]2[CH:8]=[C:7]([Cl:15])[CH:6]=[CH:5][C:4]=2[N:3]=1.[CH3:16][N:17]1[CH2:22][CH2:21][NH:20][CH2:19][CH2:18]1.C([O-])(O)=O.[Na+], predict the reaction product. The product is: [Cl:15][C:7]1[CH:6]=[CH:5][C:4]2[N:3]=[C:2]([N:20]3[CH2:21][CH2:22][N:17]([CH3:16])[CH2:18][CH2:19]3)[C:11]3=[N:12][O:13][CH:14]=[C:10]3[C:9]=2[CH:8]=1. (5) Given the reactants Cl[CH2:2][C:3]1[N:4]=[C:5]([CH:8]=[CH:9][C:10]2[CH:15]=[CH:14][C:13]([O:16][CH3:17])=[CH:12][CH:11]=2)[O:6][CH:7]=1.[N:18]1([CH2:23][CH2:24][CH2:25][CH2:26][C:27]2[CH:32]=[CH:31][C:30]([OH:33])=[CH:29][CH:28]=2)[CH:22]=[CH:21][N:20]=[N:19]1.[I-].[K+].C[O-].[Na+], predict the reaction product. The product is: [CH3:17][O:16][C:13]1[CH:14]=[CH:15][C:10]([CH:9]=[CH:8][C:5]2[O:6][CH:7]=[C:3]([CH2:2][O:33][C:30]3[CH:31]=[CH:32][C:27]([CH2:26][CH2:25][CH2:24][CH2:23][N:18]4[CH:22]=[CH:21][N:20]=[N:19]4)=[CH:28][CH:29]=3)[N:4]=2)=[CH:11][CH:12]=1. (6) The product is: [CH3:38][CH:36]([O:35][C:33]([N:30]1[CH2:31][CH2:32][CH:27]([CH2:26][O:25][C:18]2[C:19]([C:21]([O:23][CH3:24])=[O:22])=[N:20][C:15]([C:8]3[CH:9]=[CH:10][C:5]([S:2]([CH3:1])(=[O:4])=[O:3])=[CH:6][CH:7]=3)=[CH:16][CH:17]=2)[CH2:28][CH2:29]1)=[O:34])[CH3:37]. Given the reactants [CH3:1][S:2]([C:5]1[CH:10]=[CH:9][C:8](B(O)O)=[CH:7][CH:6]=1)(=[O:4])=[O:3].Br[C:15]1[N:20]=[C:19]([C:21]([O:23][CH3:24])=[O:22])[C:18]([O:25][CH2:26][CH:27]2[CH2:32][CH2:31][N:30]([C:33]([O:35][CH:36]([CH3:38])[CH3:37])=[O:34])[CH2:29][CH2:28]2)=[CH:17][CH:16]=1.C([O-])([O-])=O.[Na+].[Na+], predict the reaction product. (7) Given the reactants [Cl:1][C:2]1[N:7]=[CH:6][C:5]([C:8]2[CH:17]=[CH:16][C:11]3[N:12]=[C:13]([NH2:15])[S:14][C:10]=3[CH:9]=2)=[CH:4][C:3]=1[NH:18][CH:19]([CH3:21])[CH3:20].CN(C(ON1N=NC2C=CC=NC1=2)=[N+](C)C)C.F[P-](F)(F)(F)(F)F.C(N(C(C)C)CC)(C)C.Cl.[N:56]1[CH:61]=[CH:60][CH:59]=[CH:58][C:57]=1[CH2:62][C:63](O)=[O:64], predict the reaction product. The product is: [Cl:1][C:2]1[N:7]=[CH:6][C:5]([C:8]2[CH:17]=[CH:16][C:11]3[N:12]=[C:13]([NH:15][C:63](=[O:64])[CH2:62][C:57]4[CH:58]=[CH:59][CH:60]=[CH:61][N:56]=4)[S:14][C:10]=3[CH:9]=2)=[CH:4][C:3]=1[NH:18][CH:19]([CH3:21])[CH3:20]. (8) Given the reactants [CH3:1][C:2]([CH3:30])([CH3:29])[CH2:3][CH2:4][N:5]1[C:10](=[O:11])[C:9]([C:12]2[NH:17][C:16]3[CH:18]=[CH:19][C:20](I)=[CH:21][C:15]=3[S:14](=[O:24])(=[O:23])[N:13]=2)=[C:8]([OH:25])[C:7]2=[CH:26][CH:27]=[CH:28][N:6]12.[O-]P(OP(OP([O-])([O-])=O)([O-])=O)(=O)[O-].[K+].[K+].[K+].[K+].[K+].N(CC(O)=O)C.[CH3:55][NH:56][S:57]([CH3:60])(=[O:59])=[O:58], predict the reaction product. The product is: [CH3:1][C:2]([CH3:30])([CH3:29])[CH2:3][CH2:4][N:5]1[C:10](=[O:11])[C:9]([C:12]2[NH:17][C:16]3[CH:18]=[CH:19][C:20]([N:56]([CH3:55])[S:57]([CH3:60])(=[O:59])=[O:58])=[CH:21][C:15]=3[S:14](=[O:24])(=[O:23])[N:13]=2)=[C:8]([OH:25])[C:7]2=[CH:26][CH:27]=[CH:28][N:6]12. (9) Given the reactants [NH:1]1[CH2:6][CH2:5][CH:4]([C:7]2[S:8][C:9]3[CH:15]=[CH:14][C:13]([C:16]([F:19])([F:18])[F:17])=[CH:12][C:10]=3[N:11]=2)[CH2:3][CH2:2]1.[O:20]1[CH2:22][CH:21]1[CH2:23][N:24]1[C:32]2[CH2:31][CH2:30][N:29]([C:33](=[O:35])[CH3:34])[CH2:28][C:27]=2[C:26]([C:36]2[CH:41]=[CH:40][C:39]([C:42]([F:45])([F:44])[F:43])=[CH:38][CH:37]=2)=[N:25]1, predict the reaction product. The product is: [OH:20][CH:21]([CH2:22][N:1]1[CH2:6][CH2:5][CH:4]([C:7]2[S:8][C:9]3[CH:15]=[CH:14][C:13]([C:16]([F:19])([F:18])[F:17])=[CH:12][C:10]=3[N:11]=2)[CH2:3][CH2:2]1)[CH2:23][N:24]1[C:32]2[CH2:31][CH2:30][N:29]([C:33](=[O:35])[CH3:34])[CH2:28][C:27]=2[C:26]([C:36]2[CH:41]=[CH:40][C:39]([C:42]([F:45])([F:44])[F:43])=[CH:38][CH:37]=2)=[N:25]1.